Task: Binary Classification. Given a drug SMILES string, predict its activity (active/inactive) in a high-throughput screening assay against a specified biological target.. Dataset: HIV replication inhibition screening data with 41,000+ compounds from the AIDS Antiviral Screen (1) The drug is CN(C)CCNC(=O)c1nc([N+](=O)[O-])cn1C.Cl. The result is 0 (inactive). (2) The drug is CC1=C(CC=Cc2ccccc2)C(=O)c2ccccc2C1=O. The result is 0 (inactive). (3) The compound is O=C1C(=O)N(c2cccc(C(F)(F)F)c2)C(=O)C(=O)C1c1nc2ccccc2s1. The result is 0 (inactive). (4) The molecule is COC1OC(CS(=O)(=O)O)C(O)C(O)C1O.COC1OC(CS(=O)(=O)O)C(O)C(O)C1O. The result is 0 (inactive). (5) The compound is CCOc1ccc(NC(=O)C2=C(C)NC(C)=C(C(=O)Nc3ccc(OCC)cc3)C2c2ccc([N+](=O)[O-])cc2)cc1. The result is 0 (inactive). (6) The molecule is O=C(Nc1ccccc1)N(CCN(Cc1ccccc1)C(=O)Nc1ccccc1)CCN(Nc1ccccc1)C(=O)Nc1ccccc1. The result is 0 (inactive). (7) The molecule is CCOC(=O)CON=c1c2ccccc2ccc2ccccc12. The result is 0 (inactive).